From a dataset of Reaction yield outcomes from USPTO patents with 853,638 reactions. Predict the reaction yield, written as a fraction of the theoretical maximum amount of product (1.0 means a 100% yield; for example, 0.34 means a 34% yield). (1) The reactants are [NH2:1][NH2:2].[F:3][C:4]1[CH:11]=[C:10]([F:12])[CH:9]=[CH:8][C:5]=1[CH2:6]Br. The catalyst is CO. The product is [F:3][C:4]1[CH:11]=[C:10]([F:12])[CH:9]=[CH:8][C:5]=1[CH2:6][NH:1][NH2:2]. The yield is 0.960. (2) The reactants are [CH:1]1([C:7]2[C:11]([CH2:12][CH2:13][CH2:14][OH:15])=[CH:10][N:9]([C:16]3[CH:21]=[CH:20][C:19]([C:22]([F:25])([F:24])[F:23])=[CH:18][N:17]=3)[N:8]=2)[CH2:6][CH2:5][CH2:4][CH2:3][CH2:2]1.O[C:27]1[CH:28]=[C:29]([CH2:35][C:36]([O:38]CC)=[O:37])[CH:30]=[CH:31][C:32]=1[O:33][CH3:34].C(P(CCCC)CCCC)CCC.N(C(N1CCCCC1)=O)=NC(N1CCCCC1)=O. The catalyst is O1CCCC1. The product is [CH:1]1([C:7]2[C:11]([CH2:12][CH2:13][CH2:14][O:15][C:31]3[CH:30]=[C:29]([CH2:35][C:36]([OH:38])=[O:37])[CH:28]=[CH:27][C:32]=3[O:33][CH3:34])=[CH:10][N:9]([C:16]3[CH:21]=[CH:20][C:19]([C:22]([F:23])([F:24])[F:25])=[CH:18][N:17]=3)[N:8]=2)[CH2:6][CH2:5][CH2:4][CH2:3][CH2:2]1. The yield is 0.460. (3) The reactants are [Cl:1][C:2]1[CH:3]=[C:4]2[C:9](=[CH:10][C:11]=1[Cl:12])[CH:8]=[N:7][C:6]([N:13]=[C:14]=S)=[CH:5]2.C(=O)([O-])[O-].[Cs+].[Cs+].Cl.Cl.[NH2:24][CH2:25][C@@:26]1([OH:34])[CH:31]2[CH2:32][CH2:33][N:28]([CH2:29][CH2:30]2)[CH2:27]1.C(N=C=NC(C)C)(C)C. The catalyst is CN(C=O)C. The product is [Cl:1][C:2]1[CH:3]=[C:4]2[C:9](=[CH:10][C:11]=1[Cl:12])[CH:8]=[N:7][C:6]([NH:13][C:14]1[O:34][C@:26]3([CH2:25][N:24]=1)[CH:31]1[CH2:32][CH2:33][N:28]([CH2:29][CH2:30]1)[CH2:27]3)=[CH:5]2. The yield is 0.612. (4) The reactants are [F:1][C:2]1[C:7]([OH:8])=[CH:6][CH:5]=[C:4]([F:9])[C:3]=1[C:10]([NH2:12])=[O:11].Cl[CH2:14][C:15]1[S:16][C:17]2[CH:23]=[CH:22][CH:21]=[C:20]([CH2:24][CH3:25])[C:18]=2[N:19]=1. No catalyst specified. The product is [CH2:24]([C:20]1[C:18]2[N:19]=[C:15]([CH2:14][O:8][C:7]3[C:2]([F:1])=[C:3]([C:10]([NH2:12])=[O:11])[C:4]([F:9])=[CH:5][CH:6]=3)[S:16][C:17]=2[CH:23]=[CH:22][CH:21]=1)[CH3:25]. The yield is 0.170. (5) The reactants are [NH2:1][C:2]1[S:3][CH:4]=[C:5]([CH2:11][O:12][CH2:13][O:14][CH3:15])[C:6]=1[S:7]([NH2:10])(=[O:9])=[O:8].CS[C:18](SC)=[C:19]1[C:28](=[O:29])[C:27]2[C:22](=[N:23][CH:24]=[CH:25][CH:26]=2)[N:21]([CH2:30][CH2:31][CH2:32][CH3:33])[C:20]1=[O:34]. The catalyst is C1(C)C=CC=CC=1. The product is [CH2:30]([N:21]1[C:22]2[C:27](=[CH:26][CH:25]=[CH:24][N:23]=2)[C:28]([OH:29])=[C:19]([C:18]2[NH:1][C:2]3[S:3][CH:4]=[C:5]([CH2:11][O:12][CH2:13][O:14][CH3:15])[C:6]=3[S:7](=[O:8])(=[O:9])[N:10]=2)[C:20]1=[O:34])[CH2:31][CH2:32][CH3:33]. The yield is 0.546.